Task: Predict the reactants needed to synthesize the given product.. Dataset: Full USPTO retrosynthesis dataset with 1.9M reactions from patents (1976-2016) (1) Given the product [CH3:1][C:2]1[CH:7]=[CH:6][CH:5]=[N+:4]([O-:18])[C:3]=1[C:8]#[N:9], predict the reactants needed to synthesize it. The reactants are: [CH3:1][C:2]1[C:3]([C:8]#[N:9])=[N:4][CH:5]=[CH:6][CH:7]=1.C1C=C(Cl)C=C(C(OO)=[O:18])C=1. (2) Given the product [CH2:11]([OH:12])[C@H:9]([C@H:7]([C@@H:5]([C@@H:3]([CH2:2][OH:1])[OH:4])[OH:6])[OH:8])[OH:10], predict the reactants needed to synthesize it. The reactants are: [O:1]=[C:2]1[O:8][C@H:7]([C@H:9]([CH2:11][OH:12])[OH:10])[C:5]([O-:6])=[C:3]1[OH:4].[Na+].O=C1O[C@H]([C@H](CO)O)C(O)=C1O.[Na].COC(C1C=CC(O)=CC=1)=O.[Na].C(OC(C1C=CC(O)=CC=1)=O)CC. (3) Given the product [ClH:33].[NH2:8][C@@H:9]([CH2:26][C:27]1[CH:28]=[CH:29][CH:30]=[CH:31][CH:32]=1)[C:10]([N:12]([CH3:25])[C@@H:13]([CH:22]([CH3:23])[CH3:24])/[CH:14]=[C:15](\[CH3:21])/[C:16]([O:18][CH2:19][CH3:20])=[O:17])=[O:11], predict the reactants needed to synthesize it. The reactants are: C(OC([NH:8][C@@H:9]([CH2:26][C:27]1[CH:32]=[CH:31][CH:30]=[CH:29][CH:28]=1)[C:10]([N:12]([CH3:25])[C@@H:13]([CH:22]([CH3:24])[CH3:23])/[CH:14]=[C:15](\[CH3:21])/[C:16]([O:18][CH2:19][CH3:20])=[O:17])=[O:11])=O)(C)(C)C.[ClH:33].